This data is from NCI-60 drug combinations with 297,098 pairs across 59 cell lines. The task is: Regression. Given two drug SMILES strings and cell line genomic features, predict the synergy score measuring deviation from expected non-interaction effect. (1) Drug 1: C1=CC=C(C(=C1)C(C2=CC=C(C=C2)Cl)C(Cl)Cl)Cl. Drug 2: CS(=O)(=O)OCCCCOS(=O)(=O)C. Cell line: T-47D. Synergy scores: CSS=-0.153, Synergy_ZIP=-0.407, Synergy_Bliss=-1.76, Synergy_Loewe=-6.75, Synergy_HSA=-3.60. (2) Drug 1: CC1=C(C(CCC1)(C)C)C=CC(=CC=CC(=CC(=O)O)C)C. Drug 2: CC1CCCC2(C(O2)CC(NC(=O)CC(C(C(=O)C(C1O)C)(C)C)O)C(=CC3=CSC(=N3)C)C)C. Cell line: IGROV1. Synergy scores: CSS=27.8, Synergy_ZIP=4.46, Synergy_Bliss=3.26, Synergy_Loewe=-15.5, Synergy_HSA=0.391. (3) Drug 1: C1=CN(C(=O)N=C1N)C2C(C(C(O2)CO)O)O.Cl. Drug 2: CC1=C(C(=CC=C1)Cl)NC(=O)C2=CN=C(S2)NC3=CC(=NC(=N3)C)N4CCN(CC4)CCO. Cell line: SK-MEL-5. Synergy scores: CSS=14.9, Synergy_ZIP=-2.47, Synergy_Bliss=-1.20, Synergy_Loewe=0.0926, Synergy_HSA=-0.353. (4) Drug 1: C1CCN(CC1)CCOC2=CC=C(C=C2)C(=O)C3=C(SC4=C3C=CC(=C4)O)C5=CC=C(C=C5)O. Drug 2: CCC1=CC2CC(C3=C(CN(C2)C1)C4=CC=CC=C4N3)(C5=C(C=C6C(=C5)C78CCN9C7C(C=CC9)(C(C(C8N6C)(C(=O)OC)O)OC(=O)C)CC)OC)C(=O)OC.C(C(C(=O)O)O)(C(=O)O)O. Cell line: OVCAR-8. Synergy scores: CSS=57.5, Synergy_ZIP=-0.686, Synergy_Bliss=-1.87, Synergy_Loewe=-22.8, Synergy_HSA=-1.19. (5) Drug 1: CC12CCC(CC1=CCC3C2CCC4(C3CC=C4C5=CN=CC=C5)C)O. Drug 2: CS(=O)(=O)C1=CC(=C(C=C1)C(=O)NC2=CC(=C(C=C2)Cl)C3=CC=CC=N3)Cl. Cell line: CAKI-1. Synergy scores: CSS=31.7, Synergy_ZIP=14.3, Synergy_Bliss=20.0, Synergy_Loewe=9.96, Synergy_HSA=20.9. (6) Drug 1: CC1=C2C(C(=O)C3(C(CC4C(C3C(C(C2(C)C)(CC1OC(=O)C(C(C5=CC=CC=C5)NC(=O)OC(C)(C)C)O)O)OC(=O)C6=CC=CC=C6)(CO4)OC(=O)C)OC)C)OC. Drug 2: CNC(=O)C1=CC=CC=C1SC2=CC3=C(C=C2)C(=NN3)C=CC4=CC=CC=N4. Cell line: SK-OV-3. Synergy scores: CSS=37.2, Synergy_ZIP=1.35, Synergy_Bliss=0.644, Synergy_Loewe=-29.4, Synergy_HSA=-0.416.